From a dataset of Peptide-MHC class I binding affinity with 185,985 pairs from IEDB/IMGT. Regression. Given a peptide amino acid sequence and an MHC pseudo amino acid sequence, predict their binding affinity value. This is MHC class I binding data. (1) The peptide sequence is TGPCRTCMTT. The MHC is H-2-Dd with pseudo-sequence H-2-Dd. The binding affinity (normalized) is 0.208. (2) The peptide sequence is AISRLRTQK. The MHC is HLA-B07:02 with pseudo-sequence HLA-B07:02. The binding affinity (normalized) is 0.0847. (3) The peptide sequence is KVMVICYAY. The MHC is HLA-B27:05 with pseudo-sequence HLA-B27:05. The binding affinity (normalized) is 0.0847.